Dataset: NCI-60 drug combinations with 297,098 pairs across 59 cell lines. Task: Regression. Given two drug SMILES strings and cell line genomic features, predict the synergy score measuring deviation from expected non-interaction effect. (1) Drug 1: CC=C1C(=O)NC(C(=O)OC2CC(=O)NC(C(=O)NC(CSSCCC=C2)C(=O)N1)C(C)C)C(C)C. Drug 2: CCC1=C2CN3C(=CC4=C(C3=O)COC(=O)C4(CC)O)C2=NC5=C1C=C(C=C5)O. Cell line: ACHN. Synergy scores: CSS=48.8, Synergy_ZIP=-1.61, Synergy_Bliss=-0.333, Synergy_Loewe=-4.51, Synergy_HSA=2.04. (2) Drug 1: CN(CC1=CN=C2C(=N1)C(=NC(=N2)N)N)C3=CC=C(C=C3)C(=O)NC(CCC(=O)O)C(=O)O. Drug 2: C1C(C(OC1N2C=C(C(=O)NC2=O)F)CO)O. Cell line: NCI-H322M. Synergy scores: CSS=35.5, Synergy_ZIP=-0.295, Synergy_Bliss=-1.28, Synergy_Loewe=-6.04, Synergy_HSA=-6.22.